Dataset: Catalyst prediction with 721,799 reactions and 888 catalyst types from USPTO. Task: Predict which catalyst facilitates the given reaction. (1) Reactant: [NH2:1][CH2:2][C:3]1[CH:38]=[CH:37][C:6]([O:7][C:8]2[CH:13]=[CH:12][C:11]([C:14]3[C:22]4[C:17](=[N:18][CH:19]=[N:20][C:21]=4[NH2:23])[N:16]([C@H:24]4[CH2:29][CH2:28][C@@H:27]([N:30]5[CH2:35][CH2:34][N:33]([CH3:36])[CH2:32][CH2:31]5)[CH2:26][CH2:25]4)[N:15]=3)=[CH:10][CH:9]=2)=[CH:5][CH:4]=1.[CH3:39][S:40](Cl)(=[O:42])=[O:41]. Product: [C:6]([OH:41])(=[O:7])[CH3:37].[NH2:23][C:21]1[N:20]=[CH:19][N:18]=[C:17]2[N:16]([C@H:24]3[CH2:29][CH2:28][C@@H:27]([N:30]4[CH2:35][CH2:34][N:33]([CH3:36])[CH2:32][CH2:31]4)[CH2:26][CH2:25]3)[N:15]=[C:14]([C:11]3[CH:12]=[CH:13][C:8]([O:7][C:6]4[CH:5]=[CH:4][C:3]([CH2:2][NH:1][S:40]([CH3:39])(=[O:42])=[O:41])=[CH:38][CH:37]=4)=[CH:9][CH:10]=3)[C:22]=12. The catalyst class is: 17. (2) Reactant: [C:1]1([C:7]2([OH:13])[CH2:12][CH2:11][NH:10][CH2:9][CH2:8]2)[CH:6]=[CH:5][CH:4]=[CH:3][CH:2]=1.N1C(C)=CC=CC=1C.[I-].[K+].Br[CH2:25][CH2:26][CH:27]=[C:28]1[C:34]2[CH:35]=[CH:36][CH:37]=[N:38][C:33]=2[CH2:32][O:31][C:30]2[CH:39]=[CH:40][C:41]([C:43]([OH:46])([CH3:45])[CH3:44])=[CH:42][C:29]1=2. Product: [OH:46][C:43]([C:41]1[CH:40]=[CH:39][C:30]2[O:31][CH2:32][C:33]3[N:38]=[CH:37][CH:36]=[CH:35][C:34]=3[C:28](=[CH:27][CH2:26][CH2:25][N:10]3[CH2:11][CH2:12][C:7]([C:1]4[CH:2]=[CH:3][CH:4]=[CH:5][CH:6]=4)([OH:13])[CH2:8][CH2:9]3)[C:29]=2[CH:42]=1)([CH3:45])[CH3:44]. The catalyst class is: 32. (3) The catalyst class is: 109. Reactant: Br[C:2]1[CH:9]=[C:8](Br)[CH:7]=[C:4]([CH:5]=[O:6])[C:3]=1[OH:11].[C:12]1(B(O)O)[CH:17]=[CH:16][CH:15]=[CH:14][CH:13]=1.C([O-])([O-])=O.[K+].[K+]. Product: [C:12]1([C:2]2[CH:9]=[C:8]([C:2]3[CH:9]=[CH:8][CH:7]=[CH:4][CH:3]=3)[CH:7]=[C:4]([CH:5]=[O:6])[C:3]=2[OH:11])[CH:17]=[CH:16][CH:15]=[CH:14][CH:13]=1. (4) Reactant: [CH:1]1([C:4]2[N:8]([CH3:9])[C:7]3[CH:10]=[C:11]([N:14]4[CH:19]=[CH:18][C:17]([OH:20])=[CH:16][C:15]4=[O:21])[CH:12]=[CH:13][C:6]=3[N:5]=2)[CH2:3][CH2:2]1.[CH3:22][C:23]1[CH:24]=[C:25]([CH2:28]O)[S:26][CH:27]=1.C(P(CCCC)CCCC)CCC.N(C(N1CCCCC1)=O)=NC(N1CCCCC1)=O. The catalyst class is: 1. Product: [CH:1]1([C:4]2[N:8]([CH3:9])[C:7]3[CH:10]=[C:11]([N:14]4[CH:19]=[CH:18][C:17]([O:20][CH2:28][C:25]5[S:26][CH:27]=[C:23]([CH3:22])[CH:24]=5)=[CH:16][C:15]4=[O:21])[CH:12]=[CH:13][C:6]=3[N:5]=2)[CH2:2][CH2:3]1. (5) Reactant: [CH:1]1([CH2:4][N:5]2[C:10](=[O:11])[CH:9]=[C:8]([CH:12]=O)[N:7]([CH2:14][CH:15]3[CH2:17][CH2:16]3)[C:6]2=[O:18])[CH2:3][CH2:2]1.[CH3:19][N:20]([CH3:22])[NH2:21]. Product: [CH:15]1([CH2:14][N:7]2[C:8]([CH:12]=[N:21][N:20]([CH3:22])[CH3:19])=[CH:9][C:10](=[O:11])[N:5]([CH2:4][CH:1]3[CH2:3][CH2:2]3)[C:6]2=[O:18])[CH2:17][CH2:16]1. The catalyst class is: 3. (6) Reactant: I[C:2]1[CH:3]=[N:4][N:5]([CH2:7][CH2:8][CH2:9][CH2:10][C:11]([F:14])([F:13])[F:12])[CH:6]=1.C([Mg]Cl)(C)C.[F:20][C:21]([F:31])([F:30])[C:22](N1CCCCC1)=[O:23]. Product: [F:20][C:21]([F:31])([F:30])[C:22]([C:2]1[CH:3]=[N:4][N:5]([CH2:7][CH2:8][CH2:9][CH2:10][C:11]([F:14])([F:13])[F:12])[CH:6]=1)=[O:23]. The catalyst class is: 7. (7) Reactant: [NH:1]([C:3]1[N:4]=[CH:5][C:6]2[CH2:14][CH2:13][CH2:12][CH2:11][CH2:10][CH2:9][C:7]=2[N:8]=1)[NH2:2].[C:15](/[N:17]=[C:18](\OC1C=CC=CC=1)/[NH:19][C:20]1[CH:25]=[CH:24][C:23]([N:26]2[CH2:32][CH2:31][CH2:30][N:29]([CH3:33])[CH2:28][CH2:27]2)=[C:22]([F:34])[CH:21]=1)#[N:16]. Product: [F:34][C:22]1[CH:21]=[C:20]([NH:19][C:18]2[N:17]=[C:15]([NH2:16])[N:1]([C:3]3[N:4]=[CH:5][C:6]4[CH2:14][CH2:13][CH2:12][CH2:11][CH2:10][CH2:9][C:7]=4[N:8]=3)[N:2]=2)[CH:25]=[CH:24][C:23]=1[N:26]1[CH2:32][CH2:31][CH2:30][N:29]([CH3:33])[CH2:28][CH2:27]1. The catalyst class is: 60.